Dataset: NCI-60 drug combinations with 297,098 pairs across 59 cell lines. Task: Regression. Given two drug SMILES strings and cell line genomic features, predict the synergy score measuring deviation from expected non-interaction effect. (1) Drug 1: C1C(C(OC1N2C=NC(=NC2=O)N)CO)O. Drug 2: C1CCC(C(C1)N)N.C(=O)(C(=O)[O-])[O-].[Pt+4]. Cell line: MCF7. Synergy scores: CSS=32.5, Synergy_ZIP=6.43, Synergy_Bliss=14.2, Synergy_Loewe=12.6, Synergy_HSA=13.8. (2) Drug 2: C(CN)CNCCSP(=O)(O)O. Cell line: HS 578T. Synergy scores: CSS=8.90, Synergy_ZIP=7.02, Synergy_Bliss=7.02, Synergy_Loewe=5.23, Synergy_HSA=0.167. Drug 1: CC(C)NC(=O)C1=CC=C(C=C1)CNNC.Cl. (3) Drug 1: C1CN1C2=NC(=NC(=N2)N3CC3)N4CC4. Drug 2: C1C(C(OC1N2C=NC(=NC2=O)N)CO)O. Cell line: OVCAR-4. Synergy scores: CSS=15.0, Synergy_ZIP=-2.31, Synergy_Bliss=-2.20, Synergy_Loewe=0.0168, Synergy_HSA=2.11. (4) Drug 1: CN1CCC(CC1)COC2=C(C=C3C(=C2)N=CN=C3NC4=C(C=C(C=C4)Br)F)OC. Drug 2: CC1=C(C=C(C=C1)C(=O)NC2=CC(=CC(=C2)C(F)(F)F)N3C=C(N=C3)C)NC4=NC=CC(=N4)C5=CN=CC=C5. Cell line: PC-3. Synergy scores: CSS=13.9, Synergy_ZIP=4.50, Synergy_Bliss=5.45, Synergy_Loewe=3.28, Synergy_HSA=6.05. (5) Drug 1: CC(C1=C(C=CC(=C1Cl)F)Cl)OC2=C(N=CC(=C2)C3=CN(N=C3)C4CCNCC4)N. Drug 2: C1CCN(CC1)CCOC2=CC=C(C=C2)C(=O)C3=C(SC4=C3C=CC(=C4)O)C5=CC=C(C=C5)O. Cell line: NCI-H322M. Synergy scores: CSS=0.783, Synergy_ZIP=3.13, Synergy_Bliss=6.01, Synergy_Loewe=3.57, Synergy_HSA=3.73. (6) Drug 1: CCC1(CC2CC(C3=C(CCN(C2)C1)C4=CC=CC=C4N3)(C5=C(C=C6C(=C5)C78CCN9C7C(C=CC9)(C(C(C8N6C=O)(C(=O)OC)O)OC(=O)C)CC)OC)C(=O)OC)O.OS(=O)(=O)O. Cell line: A498. Drug 2: COC1=C2C(=CC3=C1OC=C3)C=CC(=O)O2. Synergy scores: CSS=2.25, Synergy_ZIP=-0.399, Synergy_Bliss=0.805, Synergy_Loewe=-5.22, Synergy_HSA=-0.934. (7) Drug 1: CC1CCC2CC(C(=CC=CC=CC(CC(C(=O)C(C(C(=CC(C(=O)CC(OC(=O)C3CCCCN3C(=O)C(=O)C1(O2)O)C(C)CC4CCC(C(C4)OC)OCCO)C)C)O)OC)C)C)C)OC. Drug 2: C(CN)CNCCSP(=O)(O)O. Cell line: UO-31. Synergy scores: CSS=7.51, Synergy_ZIP=3.39, Synergy_Bliss=5.46, Synergy_Loewe=3.18, Synergy_HSA=3.69. (8) Drug 1: CC1=C(C(CCC1)(C)C)C=CC(=CC=CC(=CC(=O)O)C)C. Drug 2: CC1=C(C=C(C=C1)C(=O)NC2=CC(=CC(=C2)C(F)(F)F)N3C=C(N=C3)C)NC4=NC=CC(=N4)C5=CN=CC=C5. Cell line: NCI-H460. Synergy scores: CSS=-1.54, Synergy_ZIP=1.06, Synergy_Bliss=0.375, Synergy_Loewe=-1.06, Synergy_HSA=-1.23. (9) Drug 1: CN1CCC(CC1)COC2=C(C=C3C(=C2)N=CN=C3NC4=C(C=C(C=C4)Br)F)OC. Drug 2: CC1=CC2C(CCC3(C2CCC3(C(=O)C)OC(=O)C)C)C4(C1=CC(=O)CC4)C. Cell line: PC-3. Synergy scores: CSS=0.962, Synergy_ZIP=-1.99, Synergy_Bliss=1.56, Synergy_Loewe=-12.3, Synergy_HSA=-1.48.